Dataset: Forward reaction prediction with 1.9M reactions from USPTO patents (1976-2016). Task: Predict the product of the given reaction. (1) Given the reactants [OH:1][C:2]1[N:6]([CH3:7])[N:5]=[C:4]([C:8]([F:11])([F:10])[F:9])[CH:3]=1.[CH2:12]=[O:13].C(#N)C.[CH2:17](Br)[C:18]1[CH:23]=[CH:22][CH:21]=[CH:20][CH:19]=1, predict the reaction product. The product is: [CH2:17]([O:1][C:2]1[N:6]([CH3:7])[N:5]=[C:4]([C:8]([F:11])([F:10])[F:9])[C:3]=1[CH2:12][OH:13])[C:18]1[CH:23]=[CH:22][CH:21]=[CH:20][CH:19]=1. (2) Given the reactants [C:1]([N:5]1[CH2:10][CH2:9][N:8]([C:11]2[C:20]3[C:15](=[CH:16][C:17]([Cl:28])=[C:18]([C:21]4[CH:26]=[CH:25][C:24]([Cl:27])=[CH:23][CH:22]=4)[CH:19]=3)[N:14]=[CH:13][N:12]=2)[CH2:7][CH:6]1[CH2:29][C:30]([NH2:32])=O)(=[O:4])[CH:2]=[CH2:3].CCN(CC)CC.C(OC(C(F)(F)F)=O)(C(F)(F)F)=O, predict the reaction product. The product is: [C:1]([N:5]1[CH2:10][CH2:9][N:8]([C:11]2[C:20]3[C:15](=[CH:16][C:17]([Cl:28])=[C:18]([C:21]4[CH:26]=[CH:25][C:24]([Cl:27])=[CH:23][CH:22]=4)[CH:19]=3)[N:14]=[CH:13][N:12]=2)[CH2:7][CH:6]1[CH2:29][C:30]#[N:32])(=[O:4])[CH:2]=[CH2:3]. (3) Given the reactants [Si]([O:18][C@@H:19]1[CH2:35][C:34]2[C@@:22]([CH3:48])([CH:23]3[CH:31]([CH2:32][CH:33]=2)[CH:30]2[C@@:26]([CH3:47])([C@@H:27]([N:36]4[CH:40]=[C:39]([C:41]5[CH:46]=[CH:45][CH:44]=[CH:43][CH:42]=5)[N:38]=[N:37]4)[CH2:28][CH2:29]2)[CH2:25][CH2:24]3)[CH2:21][CH2:20]1)(C(C)(C)C)(C1C=CC=CC=1)C1C=CC=CC=1, predict the reaction product. The product is: [CH3:48][C@:22]12[CH2:21][CH2:20][C@H:19]([OH:18])[CH2:35][C:34]1=[CH:33][CH2:32][CH:31]1[CH:23]2[CH2:24][CH2:25][C@@:26]2([CH3:47])[CH:30]1[CH2:29][CH2:28][C@@H:27]2[N:36]1[CH:40]=[C:39]([C:41]2[CH:42]=[CH:43][CH:44]=[CH:45][CH:46]=2)[N:38]=[N:37]1. (4) The product is: [NH2:9][C:3]1[C:2](/[CH:12]=[CH:11]/[C:10]([O:14][C:15]([CH3:18])([CH3:17])[CH3:16])=[O:13])=[CH:7][C:6]([Cl:8])=[CH:5][N:4]=1. Given the reactants Br[C:2]1[C:3]([NH2:9])=[N:4][CH:5]=[C:6]([Cl:8])[CH:7]=1.[C:10]([O:14][C:15]([CH3:18])([CH3:17])[CH3:16])(=[O:13])[CH:11]=[CH2:12].C1(C)C=CC=CC=1P(C1C=CC=CC=1C)C1C=CC=CC=1C, predict the reaction product. (5) Given the reactants [Cl:1][C:2]1[N:10]=[C:9]2[C:5]([N:6]=[C:7]([C:17]3([OH:21])[CH2:20][O:19][CH2:18]3)[N:8]2C2CCCCO2)=[C:4]([N:22]2[CH2:27][CH2:26][O:25][CH2:24][CH2:23]2)[N:3]=1.C1(C)C=CC(S(O)(=O)=O)=CC=1, predict the reaction product. The product is: [Cl:1][C:2]1[N:10]=[C:9]2[C:5]([N:6]=[C:7]([C:17]3([OH:21])[CH2:20][O:19][CH2:18]3)[NH:8]2)=[C:4]([N:22]2[CH2:23][CH2:24][O:25][CH2:26][CH2:27]2)[N:3]=1. (6) The product is: [CH2:29]([S:36][C:2]1[CH:11]=[C:10]2[C:5]([C:6]([Cl:12])=[CH:7][CH:8]=[N:9]2)=[CH:4][C:3]=1[F:13])[C:30]1[CH:35]=[CH:34][CH:33]=[CH:32][CH:31]=1. Given the reactants Br[C:2]1[CH:11]=[C:10]2[C:5]([C:6]([Cl:12])=[CH:7][CH:8]=[N:9]2)=[CH:4][C:3]=1[F:13].O1CCOCC1.CCN(C(C)C)C(C)C.[CH2:29]([SH:36])[C:30]1[CH:35]=[CH:34][CH:33]=[CH:32][CH:31]=1, predict the reaction product.